Task: Predict which catalyst facilitates the given reaction.. Dataset: Catalyst prediction with 721,799 reactions and 888 catalyst types from USPTO (1) Reactant: [CH2:1]=[C:2]1[CH2:7][CH2:6][CH2:5][CH2:4][CH:3]1[N:8]1[C:12]([C:13]2[CH:18]=[CH:17][CH:16]=[CH:15][CH:14]=2)=[C:11]([C:19]([O:21][CH2:22][CH3:23])=[O:20])[N:10]=[CH:9]1.[N+](C1C=CC(S(O[NH:37][C:38](=[O:42])[O:39][CH2:40][CH3:41])(=O)=O)=CC=1)([O-])=O.[O-2].[Ca+2]. Product: [CH2:22]([O:21][C:19]([C:11]1[N:10]=[CH:9][N:8]([CH:3]2[CH2:4][CH2:5][CH2:6][CH2:7][C:2]32[N:37]([C:38]([O:39][CH2:40][CH3:41])=[O:42])[CH2:1]3)[C:12]=1[C:13]1[CH:18]=[CH:17][CH:16]=[CH:15][CH:14]=1)=[O:20])[CH3:23]. The catalyst class is: 4. (2) Reactant: C[O:2][C:3]([C:5]1[CH:10]=[CH:9][C:8]([CH2:11][NH:12][C:13]([C@H:15]2[C@H:19]([C:20]3[CH:25]=[CH:24][CH:23]=[C:22]([Cl:26])[C:21]=3[F:27])[C@:18]([C:30]3[CH:35]=[CH:34][C:33]([Cl:36])=[CH:32][C:31]=3[F:37])([C:28]#[N:29])[C@H:17]([CH2:38][C:39]([CH3:42])([CH3:41])[CH3:40])[NH:16]2)=[O:14])=[CH:7][N:6]=1)=[O:4].O.[OH-].[Li+]. Product: [Cl:36][C:33]1[CH:34]=[CH:35][C:30]([C@@:18]2([C:28]#[N:29])[C@H:17]([CH2:38][C:39]([CH3:41])([CH3:40])[CH3:42])[NH:16][C@@H:15]([C:13]([NH:12][CH2:11][C:8]3[CH:9]=[CH:10][C:5]([C:3]([OH:4])=[O:2])=[N:6][CH:7]=3)=[O:14])[C@@H:19]2[C:20]2[CH:25]=[CH:24][CH:23]=[C:22]([Cl:26])[C:21]=2[F:27])=[C:31]([F:37])[CH:32]=1. The catalyst class is: 20.